This data is from Tyrosyl-DNA phosphodiesterase HTS with 341,365 compounds. The task is: Binary Classification. Given a drug SMILES string, predict its activity (active/inactive) in a high-throughput screening assay against a specified biological target. (1) The drug is S(=O)(=O)(CC(=O)N1CCCCCC1)c1c2c([nH]c1)cccc2. The result is 0 (inactive). (2) The drug is S(=O)(=O)(NC1CCCC1)c1cc(c(OCC)cc1)C. The result is 0 (inactive). (3) The compound is Fc1c(NC(=O)CN(C(=O)c2nn(CCCC)c(=O)cc2)C)ccc(F)c1F. The result is 0 (inactive).